Dataset: Forward reaction prediction with 1.9M reactions from USPTO patents (1976-2016). Task: Predict the product of the given reaction. (1) The product is: [CH2:1]([O:3][C:4]([C:6]1[N:11]=[C:10]([C:23]2[CH:28]=[CH:27][CH:26]=[CH:25][CH:24]=2)[C:9]2[S:13][C:14]([C:16]3[CH:21]=[CH:20][CH:19]=[CH:18][CH:17]=3)=[N:15][C:8]=2[C:7]=1[OH:22])=[O:5])[CH3:2]. Given the reactants [CH2:1]([O:3][C:4]([C:6]1[N:11]=[C:10](Br)[C:9]2[S:13][C:14]([C:16]3[CH:21]=[CH:20][CH:19]=[CH:18][CH:17]=3)=[N:15][C:8]=2[C:7]=1[OH:22])=[O:5])[CH3:2].[C:23]1(B(O)O)[CH:28]=[CH:27][CH:26]=[CH:25][CH:24]=1.C(=O)([O-])[O-].[Cs+].[Cs+], predict the reaction product. (2) Given the reactants [C:1]([CH:5]1[CH2:12][CH2:11][CH2:10][C:9](=[CH:13][C:14](OCC)=[O:15])[CH:8]([O:19][SiH:20]([CH3:22])[CH3:21])[CH2:7][CH2:6]1)([CH3:4])([CH3:3])[CH3:2].[H-].[Li+].CC(C[AlH]CC(C)C)C.[Cl-].[NH4+].[C@H](O)(C([O-])=O)[C@@H](O)C([O-])=O.[Na+].[K+], predict the reaction product. The product is: [C:1]([CH:5]1[CH2:12][CH2:11][CH2:10][C:9](=[CH:13][CH2:14][OH:15])[CH:8]([O:19][SiH:20]([CH3:22])[CH3:21])[CH2:7][CH2:6]1)([CH3:4])([CH3:2])[CH3:3].